From a dataset of Full USPTO retrosynthesis dataset with 1.9M reactions from patents (1976-2016). Predict the reactants needed to synthesize the given product. (1) Given the product [CH3:21][O:11][C:10](=[O:12])[CH2:9][C:6]1[C:5]2[CH:13]=[CH:14][C:2]([OH:1])=[C:3]([CH3:15])[C:4]=2[O:8][CH:7]=1, predict the reactants needed to synthesize it. The reactants are: [OH:1][C:2]1[CH:14]=[CH:13][C:5]2[C:6]([CH2:9][C:10]([OH:12])=[O:11])=[CH:7][O:8][C:4]=2[C:3]=1[CH3:15].OS(O)(=O)=O.[CH3:21]O. (2) Given the product [OH:14][C@@H:15]([C@H:17]1[C:37](=[O:38])[N:19]2[C:20]([C:34]([O:36][CH:7]([O:6][C:5]([N:4]([CH:11]([CH3:13])[CH3:12])[CH:1]([CH3:3])[CH3:2])=[O:10])[CH3:8])=[O:35])=[C:21]([S:24]/[CH:25]=[CH:26]\[C:27]3[S:31][CH:30]=[N:29][C:28]=3[CH2:32][OH:33])[C@H:22]([CH3:23])[C@H:18]12)[CH3:16], predict the reactants needed to synthesize it. The reactants are: [CH:1]([N:4]([CH:11]([CH3:13])[CH3:12])[C:5](=[O:10])[O:6][CH:7](Cl)[CH3:8])([CH3:3])[CH3:2].[OH:14][C@@H:15]([C@H:17]1[C:37](=[O:38])[N:19]2[C:20]([C:34]([O-:36])=[O:35])=[C:21]([S:24]/[CH:25]=[CH:26]\[C:27]3[S:31][CH:30]=[N:29][C:28]=3[CH2:32][OH:33])[C@H:22]([CH3:23])[C@H:18]12)[CH3:16].[Na+]. (3) Given the product [N:1]12[CH2:6][CH2:5][CH:4]([CH2:7][CH2:8]1)[C@@H:3]([O:9][C:10](=[O:19])[CH:11]([NH:18][CH2:20][C:21]1[CH:28]=[CH:27][C:24]([CH3:25])=[CH:23][CH:22]=1)[C:12]1[CH:17]=[CH:16][CH:15]=[CH:14][CH:13]=1)[CH2:2]2, predict the reactants needed to synthesize it. The reactants are: [N:1]12[CH2:8][CH2:7][CH:4]([CH2:5][CH2:6]1)[C@@H:3]([O:9][C:10](=[O:19])[CH:11]([NH2:18])[C:12]1[CH:17]=[CH:16][CH:15]=[CH:14][CH:13]=1)[CH2:2]2.[CH3:20][C:21]1[CH:28]=[CH:27][C:24]([CH:25]=O)=[CH:23][CH:22]=1.CC(O)=O.C(O[BH-](OC(=O)C)OC(=O)C)(=O)C.[Na+]. (4) Given the product [NH2:3][C@H:4]([CH2:8][S:9][S:13][C:14]([CH3:17])([CH3:16])[CH3:15])[C:5]([OH:7])=[O:6], predict the reactants needed to synthesize it. The reactants are: O.Cl.[NH2:3][C@H:4]([CH2:8][SH:9])[C:5]([OH:7])=[O:6].CS(=O)([S:13][C:14]([CH3:17])([CH3:16])[CH3:15])=O.C(N(CC)CC)C. (5) Given the product [CH3:28][N:4]1[C:3]([CH2:2][NH:37][CH2:36][CH:31]2[CH2:32][CH2:33][CH2:34][CH2:35][N:30]2[CH3:29])=[N:11][C:10]2[C:5]1=[N:6][C:7]([N:18]1[C:22]3[CH:23]=[CH:24][CH:25]=[CH:26][C:21]=3[N:20]=[C:19]1[CH3:27])=[N:8][C:9]=2[N:12]1[CH2:17][CH2:16][O:15][CH2:14][CH2:13]1, predict the reactants needed to synthesize it. The reactants are: Br[CH2:2][C:3]1[N:4]([CH3:28])[C:5]2[C:10]([N:11]=1)=[C:9]([N:12]1[CH2:17][CH2:16][O:15][CH2:14][CH2:13]1)[N:8]=[C:7]([N:18]1[C:22]3[CH:23]=[CH:24][CH:25]=[CH:26][C:21]=3[N:20]=[C:19]1[CH3:27])[N:6]=2.[CH3:29][N:30]1[CH2:35][CH2:34][CH2:33][CH2:32][CH:31]1[CH2:36][NH2:37]. (6) Given the product [CH3:41][O:40][C:18]1[CH:17]=[C:16]([CH2:15][O:14][C:4]2[C:3](/[CH:1]=[CH:74]/[C:45]3[N:46]=[C:47]([N:49]4[CH2:50][CH2:51][O:52][CH2:53][CH2:54]4)[S:48][C:44]=3[CH3:43])=[CH:7][N:6]([C:8]3[CH:13]=[CH:12][CH:11]=[CH:10][CH:9]=3)[N:5]=2)[CH:39]=[CH:38][C:19]=1[O:20][CH2:21][C:22]1[N:23]=[C:24]([C:28]2[CH:29]=[C:30]([CH:35]=[CH:36][CH:37]=2)[C:31]([O:33][CH3:34])=[O:32])[O:25][C:26]=1[CH3:27], predict the reactants needed to synthesize it. The reactants are: [CH:1]([C:3]1[C:4]([O:14][CH2:15][C:16]2[CH:39]=[CH:38][C:19]([O:20][CH2:21][C:22]3[N:23]=[C:24]([C:28]4[CH:29]=[C:30]([CH:35]=[CH:36][CH:37]=4)[C:31]([O:33][CH3:34])=[O:32])[O:25][C:26]=3[CH3:27])=[C:18]([O:40][CH3:41])[CH:17]=2)=[N:5][N:6]([C:8]2[CH:13]=[CH:12][CH:11]=[CH:10][CH:9]=2)[CH:7]=1)=O.[Cl-].[CH3:43][C:44]1[S:48][C:47]([N:49]2[CH2:54][CH2:53][O:52][CH2:51][CH2:50]2)=[N:46][C:45]=1[P+](C1C=CC=CC=1)(C1C=CC=CC=1)C1C=CC=CC=1.[C:74](=O)([O-])[O-].[K+].[K+].CN(C)C=O. (7) Given the product [NH2:1][S:2]([C:5]1[C:10]([OH:11])=[C:9]([NH2:12])[N:8]=[CH:7][C:6]=1[Cl:15])(=[O:3])=[O:4], predict the reactants needed to synthesize it. The reactants are: [NH2:1][S:2]([C:5]1[C:10]([OH:11])=[C:9]([N+:12]([O-])=O)[N:8]=[CH:7][C:6]=1[Cl:15])(=[O:4])=[O:3]. (8) Given the product [Cl:1][C:2]1[CH:21]=[CH:20][CH:19]=[C:18]([F:22])[C:3]=1[CH2:4][C:5]1[C:6](=[O:17])[O:7][C:8]2[C:13]([C:14]=1[CH3:15])=[CH:12][CH:11]=[C:10]([O:16][C:26](=[O:27])[N:25]([CH3:24])[C:34]1[CH:39]=[CH:38][CH:37]=[CH:36][CH:35]=1)[CH:9]=2, predict the reactants needed to synthesize it. The reactants are: [Cl:1][C:2]1[CH:21]=[CH:20][CH:19]=[C:18]([F:22])[C:3]=1[CH2:4][C:5]1[C:6](=[O:17])[O:7][C:8]2[C:13]([C:14]=1[CH3:15])=[CH:12][CH:11]=[C:10]([OH:16])[CH:9]=2.[I-].[CH3:24][N:25]([C:34]1[CH:39]=[CH:38][CH:37]=[CH:36][CH:35]=1)[C:26](N1C=C[N+](C)=C1)=[O:27]. (9) Given the product [Br:1][C:2]1[CH:3]=[CH:4][C:5]2[O:19][CH2:18][C:8]3([C:16]4[C:11](=[CH:12][CH:13]=[CH:14][CH:15]=4)[N:10]([CH2:47][C:44]4[S:43][C:42]([Cl:41])=[CH:46][CH:45]=4)[C:9]3=[O:17])[C:6]=2[CH:7]=1, predict the reactants needed to synthesize it. The reactants are: [Br:1][C:2]1[CH:3]=[CH:4][C:5]2[O:19][CH2:18][C:8]3([C:16]4[C:11](=[CH:12][CH:13]=[CH:14][CH:15]=4)[NH:10][C:9]3=[O:17])[C:6]=2[CH:7]=1.N1C2C(=CC=CC=2)C2(C3=CC4OCOC=4C=C3OC2)C1=O.[Cl:41][C:42]1[S:43][C:44]([CH2:47]Cl)=[CH:45][CH:46]=1.FC1C=CC(CBr)=CC=1.